From a dataset of Full USPTO retrosynthesis dataset with 1.9M reactions from patents (1976-2016). Predict the reactants needed to synthesize the given product. The reactants are: CN(C(ON1N=NC2C=CC=NC1=2)=[N+](C)C)C.F[P-](F)(F)(F)(F)F.[NH:25]1[CH2:30][CH2:29][NH:28][CH2:27][C:26]1=[O:31].[CH3:32][O:33][C:34]1[CH:35]=[CH:36][C:37]2[N:41]([CH3:42])[C:40](=[O:43])[N:39]([CH2:44][C@H:45]3[CH2:50][CH2:49][C@H:48]([C:51](O)=[O:52])[CH2:47][CH2:46]3)[C:38]=2[CH:54]=1.O. Given the product [CH3:32][O:33][C:34]1[CH:35]=[CH:36][C:37]2[N:41]([CH3:42])[C:40](=[O:43])[N:39]([CH2:44][C@H:45]3[CH2:46][CH2:47][C@H:48]([C:51]([N:28]4[CH2:29][CH2:30][NH:25][C:26](=[O:31])[CH2:27]4)=[O:52])[CH2:49][CH2:50]3)[C:38]=2[CH:54]=1, predict the reactants needed to synthesize it.